Dataset: Forward reaction prediction with 1.9M reactions from USPTO patents (1976-2016). Task: Predict the product of the given reaction. (1) Given the reactants [C:1]([CH:5]1[CH2:10][CH2:9][CH:8](O)[CH2:7][CH2:6]1)([CH3:4])([CH3:3])[CH3:2].OS([O-])(=O)=O.[K+].C(OC(=O)C)C.OS([O-])(=O)=O.[K+], predict the reaction product. The product is: [C:1]([CH:5]1[CH2:10][CH2:9][CH:8]=[CH:7][CH2:6]1)([CH3:4])([CH3:3])[CH3:2]. (2) Given the reactants [Br:1][C:2]1[CH:11]=[C:10]2[C:5]([N:6]=[C:7]([C:13]3[CH:18]=[CH:17][CH:16]=[CH:15][CH:14]=3)[C:8](=[O:12])[NH:9]2)=[C:4]([C:19]([NH:21][CH2:22][C:23]([O:25]CC)=[O:24])=[O:20])[C:3]=1[OH:28].[OH-].[Na+], predict the reaction product. The product is: [Br:1][C:2]1[CH:11]=[C:10]2[C:5]([N:6]=[C:7]([C:13]3[CH:18]=[CH:17][CH:16]=[CH:15][CH:14]=3)[C:8](=[O:12])[NH:9]2)=[C:4]([C:19]([NH:21][CH2:22][C:23]([OH:25])=[O:24])=[O:20])[C:3]=1[OH:28]. (3) The product is: [C:5](/[N:6]=[C:18](\[S:19][CH3:1])/[NH:17][C:15]1[CH:14]=[C:13]([C:20]([CH3:23])([CH3:22])[CH3:21])[CH:12]=[C:11]([C:7]([CH3:10])([CH3:9])[CH3:8])[CH:16]=1)#[N:4]. Given the reactants [CH3:1][O-].[Na+].[N:4]#[C:5][NH2:6].[C:7]([C:11]1[CH:16]=[C:15]([N:17]=[C:18]=[S:19])[CH:14]=[C:13]([C:20]([CH3:23])([CH3:22])[CH3:21])[CH:12]=1)([CH3:10])([CH3:9])[CH3:8].IC, predict the reaction product. (4) Given the reactants [CH3:1][CH:2]1[CH2:8][CH2:7][N:6](S(C2C=CC(C)=CC=2)(=O)=O)[CH2:5][C:4]2[N:19]=[C:20]([C:22]3[CH:27]=[CH:26][CH:25]=[CH:24][N:23]=3)[O:21][C:3]1=2, predict the reaction product. The product is: [CH3:1][CH:2]1[CH2:8][CH2:7][NH:6][CH2:5][C:4]2[N:19]=[C:20]([C:22]3[CH:27]=[CH:26][CH:25]=[CH:24][N:23]=3)[O:21][C:3]1=2. (5) Given the reactants [CH3:1][O:2][C:3]1[CH:4]=[C:5]2[C:10](=[CH:11][C:12]=1[O:13][CH3:14])[N:9]=[CH:8][N:7]=[C:6]2[O:15][C:16]1[CH:22]=[CH:21][C:19]([NH2:20])=[CH:18][CH:17]=1.C(O)C.[Cl:26][C:27]1[CH:32]=[CH:31][C:30]([C:33]([N:35]=[C:36]=[S:37])=[O:34])=[CH:29][CH:28]=1, predict the reaction product. The product is: [Cl:26][C:27]1[CH:32]=[CH:31][C:30]([C:33]([NH:35][C:36]([NH:20][C:19]2[CH:21]=[CH:22][C:16]([O:15][C:6]3[C:5]4[C:10](=[CH:11][C:12]([O:13][CH3:14])=[C:3]([O:2][CH3:1])[CH:4]=4)[N:9]=[CH:8][N:7]=3)=[CH:17][CH:18]=2)=[S:37])=[O:34])=[CH:29][CH:28]=1. (6) Given the reactants [OH:1][CH2:2][C:3]1[CH:26]=[CH:25][C:6]2[S:7][CH:8]=[C:9]([C:10]3[CH:15]=[CH:14][C:13]([C:16]4[CH2:17][CH2:18][S:19](=[O:23])(=[O:22])[CH2:20][CH:21]=4)=[CH:12][C:11]=3[CH3:24])[C:5]=2[CH:4]=1.O[C:28]1[CH:33]=[CH:32][C:31]([C@@H:34]([C:40]#[C:41][CH3:42])[CH2:35][C:36]([O:38][CH3:39])=[O:37])=[CH:30][CH:29]=1.C1C=CC(P(C2C=CC=CC=2)C2C=CC=CC=2)=CC=1.C1C=CC(COC(/N=N/C(OCC2C=CC=CC=2)=O)=O)=CC=1, predict the reaction product. The product is: [O:22]=[S:19]1(=[O:23])[CH2:18][CH:17]=[C:16]([C:13]2[CH:14]=[CH:15][C:10]([C:9]3[C:5]4[CH:4]=[C:3]([CH2:2][O:1][C:28]5[CH:33]=[CH:32][C:31]([C@@H:34]([C:40]#[C:41][CH3:42])[CH2:35][C:36]([O:38][CH3:39])=[O:37])=[CH:30][CH:29]=5)[CH:26]=[CH:25][C:6]=4[S:7][CH:8]=3)=[C:11]([CH3:24])[CH:12]=2)[CH2:21][CH2:20]1. (7) Given the reactants C(=O)([O-])[O-].[K+].[K+].Br[CH2:8][CH2:9][CH3:10].[Cl:11][C:12]1[CH:35]=[CH:34][C:15]([CH2:16][C:17]2[NH:18][C:19](=[O:33])[C:20]3[N:25]=[C:24]([C:26]4[CH:31]=[CH:30][CH:29]=[C:28]([F:32])[CH:27]=4)[O:23][C:21]=3[N:22]=2)=[CH:14][CH:13]=1.CCCCCCC, predict the reaction product. The product is: [Cl:11][C:12]1[CH:35]=[CH:34][C:15]([CH2:16][C:17]2[N:18]=[C:19]([O:33][CH2:8][CH2:9][CH3:10])[C:20]3[N:25]=[C:24]([C:26]4[CH:31]=[CH:30][CH:29]=[C:28]([F:32])[CH:27]=4)[O:23][C:21]=3[N:22]=2)=[CH:14][CH:13]=1.